Dataset: TCR-epitope binding with 47,182 pairs between 192 epitopes and 23,139 TCRs. Task: Binary Classification. Given a T-cell receptor sequence (or CDR3 region) and an epitope sequence, predict whether binding occurs between them. (1) The epitope is SSNVANYQK. The TCR CDR3 sequence is CASSEGRDSNQPQHF. Result: 1 (the TCR binds to the epitope). (2) The epitope is FLPRVFSAV. The TCR CDR3 sequence is CASSPGLFGGQETQYF. Result: 0 (the TCR does not bind to the epitope). (3) The epitope is LPPAYTNSF. The TCR CDR3 sequence is CASSGTDTDTQYF. Result: 1 (the TCR binds to the epitope).